Dataset: Catalyst prediction with 721,799 reactions and 888 catalyst types from USPTO. Task: Predict which catalyst facilitates the given reaction. (1) Reactant: [ClH:1].[C:2]1([C:8]2[CH2:9][CH2:10][NH:11][CH2:12][CH:13]=2)[CH:7]=[CH:6][CH:5]=[CH:4][CH:3]=1. Product: [ClH:1].[C:2]1([CH:8]2[CH2:9][CH2:10][NH:11][CH2:12][CH2:13]2)[CH:7]=[CH:6][CH:5]=[CH:4][CH:3]=1. The catalyst class is: 19. (2) Reactant: [OH-].[Na+].[Cl:3][C:4]1[CH:15]=[CH:14][C:7]([O:8][CH2:9][C:10]([O:12]C)=[O:11])=[C:6]([O:16][C:17]2[CH:22]=[CH:21][C:20]([S:23]([CH3:26])(=[O:25])=[O:24])=[C:19]([C:27]([F:30])([F:29])[F:28])[CH:18]=2)[CH:5]=1. Product: [Cl:3][C:4]1[CH:15]=[CH:14][C:7]([O:8][CH2:9][C:10]([OH:12])=[O:11])=[C:6]([O:16][C:17]2[CH:22]=[CH:21][C:20]([S:23]([CH3:26])(=[O:24])=[O:25])=[C:19]([C:27]([F:29])([F:28])[F:30])[CH:18]=2)[CH:5]=1. The catalyst class is: 111. (3) Reactant: [F:1][CH:2]([F:37])[C:3]1[CH:12]=[C:11]2[C:6]([CH2:7][CH2:8][CH2:9][N:10]2[C:13]2[C:17]3[CH2:18][N:19]([C:22]([O:24][C:25]([CH3:28])([CH3:27])[CH3:26])=[O:23])[CH2:20][CH2:21][C:16]=3[N:15]([CH:29]3[CH2:34][CH2:33][S:32](=[O:36])(=[O:35])[CH2:31][CH2:30]3)[N:14]=2)=[CH:5][CH:4]=1.[Br:38]N1C(=O)CCC1=O.O. Product: [Br:38][C:4]1[CH:5]=[C:6]2[C:11](=[CH:12][C:3]=1[CH:2]([F:1])[F:37])[N:10]([C:13]1[C:17]3[CH2:18][N:19]([C:22]([O:24][C:25]([CH3:28])([CH3:26])[CH3:27])=[O:23])[CH2:20][CH2:21][C:16]=3[N:15]([CH:29]3[CH2:30][CH2:31][S:32](=[O:36])(=[O:35])[CH2:33][CH2:34]3)[N:14]=1)[CH2:9][CH2:8][CH2:7]2. The catalyst class is: 2.